This data is from Full USPTO retrosynthesis dataset with 1.9M reactions from patents (1976-2016). The task is: Predict the reactants needed to synthesize the given product. (1) Given the product [CH2:12]([O:14][CH2:15][C:16]1[N:17]([CH2:29][CH2:30][CH2:31][C:32]([NH2:34])=[O:33])[C:18]2[C:27]3[N:26]=[CH:25][CH:24]=[CH:23][C:22]=3[N+:21]([O-:9])=[CH:20][C:19]=2[N:28]=1)[CH3:13], predict the reactants needed to synthesize it. The reactants are: C1C=C(Cl)C=C(C(OO)=[O:9])C=1.[CH2:12]([O:14][CH2:15][C:16]1[N:17]([CH2:29][CH2:30][CH2:31][C:32]([NH2:34])=[O:33])[C:18]2[C:27]3[N:26]=[CH:25][CH:24]=[CH:23][C:22]=3[N:21]=[CH:20][C:19]=2[N:28]=1)[CH3:13]. (2) Given the product [C:12]([N:5]1[C:6]2[C:11](=[CH:10][CH:9]=[CH:8][CH:7]=2)[C@H:2]([NH:1][C:54]2[CH:55]=[C:56]([CH:66]=[CH:67][CH:68]=2)[CH2:57][NH:58][C:59](=[O:65])[O:60][C:61]([CH3:63])([CH3:64])[CH3:62])[C@@H:3]([CH3:18])[C@@H:4]1[CH:15]1[CH2:17][CH2:16]1)(=[O:14])[CH3:13], predict the reactants needed to synthesize it. The reactants are: [NH2:1][C@H:2]1[C:11]2[C:6](=[CH:7][CH:8]=[CH:9][CH:10]=2)[N:5]([C:12](=[O:14])[CH3:13])[C@@H:4]([CH:15]2[CH2:17][CH2:16]2)[C@@H:3]1[CH3:18].CC(C)([O-])C.[Na+].CN(C1C(C2C(P(C3CCCCC3)C3CCCCC3)=CC=CC=2)=CC=CC=1)C.Br[C:54]1[CH:55]=[C:56]([CH:66]=[CH:67][CH:68]=1)[CH2:57][NH:58][C:59](=[O:65])[O:60][C:61]([CH3:64])([CH3:63])[CH3:62]. (3) Given the product [NH2:15][C:4]1[N:3]=[C:2]([C:21]2[CH:22]=[CH:23][C:18]([C:16]#[N:17])=[C:19]([F:27])[CH:20]=2)[CH:7]=[C:6]([N:8]2[CH2:12][CH2:11][CH2:10][C@H:9]2[CH2:13][CH3:14])[N:5]=1, predict the reactants needed to synthesize it. The reactants are: Cl[C:2]1[CH:7]=[C:6]([N:8]2[CH2:12][CH2:11][CH2:10][C@H:9]2[CH2:13][CH3:14])[N:5]=[C:4]([NH2:15])[N:3]=1.[C:16]([C:18]1[CH:23]=[CH:22][C:21](B(O)O)=[CH:20][C:19]=1[F:27])#[N:17].O1CCOCC1.C([O-])(O)=O.[Na+]. (4) Given the product [CH2:1]([O:3][C:4](=[O:23])[C@@H:5]([O:21][CH3:22])[CH2:6][C:7]1[CH:12]=[CH:11][C:10]([C:26]#[C:25][CH2:24][OH:27])=[CH:9][CH:8]=1)[CH3:2], predict the reactants needed to synthesize it. The reactants are: [CH2:1]([O:3][C:4](=[O:23])[C@@H:5]([O:21][CH3:22])[CH2:6][C:7]1[CH:12]=[CH:11][C:10](OS(C(F)(F)F)(=O)=O)=[CH:9][CH:8]=1)[CH3:2].[CH2:24]([OH:27])[C:25]#[CH:26].C(N(CC)CC)C. (5) Given the product [CH2:1]([C:3]1[CH:8]=[CH:7][CH:6]=[C:5]([CH2:9][CH3:10])[C:4]=1[NH:11][C:12]([C:14]1[C:15]2[CH2:23][CH2:22][CH2:21][CH2:20][C:19](=[O:24])[C:16]=2[N:17]([CH3:25])[N:18]=1)=[O:13])[CH3:2], predict the reactants needed to synthesize it. The reactants are: [CH2:1]([C:3]1[CH:8]=[CH:7][CH:6]=[C:5]([CH2:9][CH3:10])[C:4]=1[NH:11][C:12]([C:14]1[C:15]2[CH2:23][CH2:22][CH2:21][CH2:20][C:19](=[O:24])[C:16]=2[NH:17][N:18]=1)=[O:13])[CH3:2].[CH3:25]N(C=O)C.CI. (6) Given the product [Si:1]([O:8][CH2:9][CH2:10][C@H:11]1[C:16]2[CH:17]=[CH:18][C:19]([OH:21])=[C:20]([Cl:28])[C:15]=2[CH2:14][CH2:13][O:12]1)([C:4]([CH3:6])([CH3:7])[CH3:5])([CH3:3])[CH3:2], predict the reactants needed to synthesize it. The reactants are: [Si:1]([O:8][CH2:9][CH2:10][C@H:11]1[C:16]2[CH:17]=[CH:18][C:19]([OH:21])=[CH:20][C:15]=2[CH2:14][CH2:13][O:12]1)([C:4]([CH3:7])([CH3:6])[CH3:5])([CH3:3])[CH3:2].CC(C)([O-])C.[K+].[Cl:28]N1C(=O)CCC1=O.